This data is from Experimentally validated miRNA-target interactions with 360,000+ pairs, plus equal number of negative samples. The task is: Binary Classification. Given a miRNA mature sequence and a target amino acid sequence, predict their likelihood of interaction. (1) The miRNA is hsa-miR-3692-3p with sequence GUUCCACACUGACACUGCAGAAGU. The protein sequence of the target gene is MAAAAAVEAAAPMGALWGLVHDFVVGQQEGPADQVAADVKSGNYTVLQVVEALGSSLENPEPRTRARAIQLLSQVLLHCHTLLLEKEVVHLILFYENRLKDHHLVIPSVLQGLKALSLCVALPPGLAVSVLKAIFQEVHVQSLPQVDRHTVYNIITNFMRTREEELKSLGADFTFGFIQVMDGEKDPRNLLVAFRIVHDLISRDYSLGPFVEELFEVTSCYFPIDFTPPPNDPHGIQREDLILSLRAVLASTPRFAEFLLPLLIEKVDSEVLSAKLDSLQTLNACCAVYGQKELKDFLPS.... Result: 0 (no interaction). (2) The miRNA is hsa-miR-4471 with sequence UGGGAACUUAGUAGAGGUUUAA. The protein sequence of the target gene is MPGMMEKGPELLGKSRSANGGAKSPAGGGGSSANGGLHFSEPESGCSSDDEHGDVGMRVGAEYQARIPEFDPGATKYTDKDNGGMLVWSPYHSIPDAKLDEYIAIAKEKHGYNVEQALGMLFWHKHNIEKSLADLPNFTPFPDEWTVEDKVLFEQAFSFHGKSFHRIQQMLPDKTIASLVKYYYSWKKTRSRTSLMDRQARKLANRHNQGDSDDDVEEAHPMDGNDSDYDPKKEAKREGNADQPVQTSKIGLGRREYQSLQHRHHSQRSKCRPPKGMYLTQEDVVAVSCSPNAANTILRQ.... Result: 0 (no interaction). (3) The miRNA is mmu-miR-466f-5p with sequence UACGUGUGUGUGCAUGUGCAUG. The protein sequence of the target gene is MSTENGKSADAPVAAPAAKELTSKDYYFDSYAHFGIHEEMLKDEVRTTTYRNSIYHNSHLFKDKVVMDVGSGTGILSMFAAKAGAKKVFAMEFSNMALTSRKIIADNNLDHIVEVIQAKVEDVHELPGGIEKVDIIISEWMGYCLFYESMLNTVLVARDRWLAPNGMLFPDKARLYVCAIEDRQYKEDKIHWWDSVYGFNMSAIKNVAIKEPLVDIVDNAQVNTNNCLLKDVDLYTVKIEDLTFKSDFKLRCTRSDYIQAFVTFFTVEFSKCHKKTGFSTGPDVQYTHWKQTVFYLKDAL.... Result: 0 (no interaction). (4) The miRNA is mmu-miR-344f-3p with sequence CUCUAGCCAGGACCUGACUAC. The protein sequence of the target gene is MMNQSQRMAPVGSDKELSDLLDFSMMFPLPVANGKSRPASLGGTQFAGSGLEDRPSSGSWGSSDQNSSSFDPSRTYSEGAHFSDSHSSLPPSTFLGAGLGGKGSERNAYATFGRDTSVGTLSQAGFLPGELSLSSPGPLSPSGIKSSSQYYPSFPSNPRRRAADGGLDTQPKKVRKVPPGLPSSVYPPSSGDSYSRDAAAYPSAKTPSSAYPSPFYVADGSLHPSAELWSTPSQVGFGPMLGDGSSPLPLAPGSSSVGSGTFGGLQQQDRMGYQLHGSEVNGSLPAVSSFSAAPGTYSGT.... Result: 1 (interaction). (5) The miRNA is hsa-miR-3180 with sequence UGGGGCGGAGCUUCCGGAG. The protein sequence of the target gene is MDGKPATRKGPDFCSLRYGLALIMHFSNFTMITQRVSLSIAIIAMVNTTQQQGLSNASTEGPVADAFNNSSISIKEFDTKASVYQWSPETQGIIFSSINYGIILTLIPSGYLAGIFGAKKMLGAGLLISSLLTLFTPLAADFGVILVIMVRTVQGMAQGMAWTGQFTIWAKWAPPLERSKLTTIAGSGSAFGSFIILCVGGLISQALSWPFIFYIFGSTGCVCCLLWFTVIYDDPMHHPCISVREKEHILSSLAQQPSSPGRAVPIKAMVTCLPLWAIFLGFFSHFWLCTIILTYLPTYI.... Result: 0 (no interaction). (6) The miRNA is mmu-miR-3103-3p with sequence UAACCUCUGAUCCUUCCCACAG. The protein sequence of the target gene is MSASNVSLLHETSRQVAAGGSAGLVEICLMHPLDVVKTRFQVQRSVTDPQSYRTVRGSFQMIFRTEGLFGFYKGIIPPILAETPKRAVKFSTFELYKKFLGYMSLSPGLTFLIAGLGSGLTEAVVVNPFEVVKVGLQVNRNLFKEQPSTFAYARQIIKKEGLGFQGLNKGLTATLGRHGIFNMVYFGFYHNVKNIIPSSKDPTLEFLRKFGIGFVSGTMGSVFNIPFDVAKSRIQGPQPVPGEIKYRSCFKTMEMIYREEGILALYKGLVPKVMRLGPGGGVMLLVYEYTYAWLQENW. Result: 0 (no interaction). (7) The miRNA is mmu-miR-210-3p with sequence CUGUGCGUGUGACAGCGGCUGA. The protein sequence of the target gene is MVTRAGAGTAVAGAVVVALLSAALALYGPPLDAVLERAFSLRKAHSIKDMENTLQLVRNIIPPLSSTKHKGQDGRIGVVGGCQEYTGAPYFAAISALKVGADLSHVFCASAAAPVIKAYSPELIVHPVLDSPNAVHEVEKWLPRLHALVVGPGLGRDDALLRNVQGILEVSKARDIPVVIDADGLWLVAQQPALIHGYRKAVLTPNHVEFSRLYDAVLRGPMDSDDSHGSVLRLSQALGNVTVVQKGERDILSNGQQVLVCSQEGSSRRCGGQGDLLSGSLGVLVHWALLAGPQKTNGSS.... Result: 0 (no interaction). (8) The miRNA is hsa-miR-579-5p with sequence UCGCGGUUUGUGCCAGAUGACG. The protein sequence of the target gene is MAAGIVASRRLRDLLTRRLTGSNYPGLSISLRLTGSSAQEEASGVALGEAPDHSYESLRVTSAQKHVLHVQLNRPNKRNAMNKVFWREMVECFNKISRDADCRAVVISGAGKMFTAGIDLMDMASDILQPKGDDVARISWYLRDIITRYQETFNVIERCPKPVIAAVHGGCIGGGVDLVTACDIRYCAQDAFFQVKEVDVGLAADVGTLQRLPKVIGNQSLVNELAFTARKMMADEALGSGLVSRVFPDKEVMLDAALALAAEISSKSPVAVQSTKVNLLYSRDHSVAESLNYVASWNMS.... Result: 0 (no interaction).